From a dataset of Full USPTO retrosynthesis dataset with 1.9M reactions from patents (1976-2016). Predict the reactants needed to synthesize the given product. (1) Given the product [Br:7][C:6]1[C:2]([C:13]([OH:15])=[O:14])=[CH:3][S:4][CH:5]=1, predict the reactants needed to synthesize it. The reactants are: Br[C:2]1[C:6]([Br:7])=[CH:5][S:4][CH:3]=1.[Li]C(C)(C)C.[C:13](=[O:15])=[O:14]. (2) Given the product [N:1]1([C:12]([O:14][C:15]([CH3:18])([CH3:17])[CH3:16])=[O:13])[CH2:6][CH2:5][CH:4]([C:7]([O:9][CH2:10][CH3:11])=[O:8])[CH2:3][CH2:2]1, predict the reactants needed to synthesize it. The reactants are: [NH:1]1[CH2:6][CH2:5][CH:4]([C:7]([O:9][CH2:10][CH3:11])=[O:8])[CH2:3][CH2:2]1.[C:12](O[C:12]([O:14][C:15]([CH3:18])([CH3:17])[CH3:16])=[O:13])([O:14][C:15]([CH3:18])([CH3:17])[CH3:16])=[O:13]. (3) Given the product [C:4]([NH2:6])(=[O:5])[CH:2]=[CH2:1].[CH3:20][C:15]([CH3:16])=[O:19].[CH3:26][C:20]([CH3:21])=[O:25], predict the reactants needed to synthesize it. The reactants are: [CH3:1][C:2]([C:4]([NH:6]CCC[N+](C)(C)C)=[O:5])=C.[Cl-].[C:15]([OH:19])(=O)[CH:16]=C.[C:20]([O-:25])(=O)[C:21](C)=C.[C:26](N)(=O)C=C.S(OOS([O-])(=O)=O)([O-])(=O)=O.[Na+].[Na+].S(=O)(=O)(O)[O-].[Na+].S(=O)(O)[O-].[Na+]. (4) The reactants are: Br[C:2]1[C:3]2[C:8]([C:9]([Br:16])=[C:10]3[C:15]=1[CH:14]=[CH:13][CH:12]=[CH:11]3)=[CH:7][CH:6]=[CH:5][CH:4]=2.[CH3:17][C:18]1[CH:23]=[CH:22][C:21]([N:24](C2C=CC(B(O)O)=CC=2)[C:25]2[CH:30]=[CH:29][C:28]([CH3:31])=[CH:27][CH:26]=2)=[CH:20][CH:19]=1.[C:41]1(C)[CH:46]=[CH:45][CH:44]=[CH:43][CH:42]=1.C(=O)([O-])[O-].[Na+].[Na+]. Given the product [CH3:17][C:18]1[CH:19]=[CH:20][C:21]([N:24]([C:25]2[CH:26]=[CH:27][C:28]([CH3:31])=[CH:29][CH:30]=2)[C:2]2[C:3]3[C:8]([C:9]([Br:16])=[C:10]4[C:15]=2[C:14]([C:41]2[CH:46]=[CH:45][CH:44]=[CH:43][CH:42]=2)=[CH:13][CH:12]=[CH:11]4)=[CH:7][CH:6]=[CH:5][CH:4]=3)=[CH:22][CH:23]=1, predict the reactants needed to synthesize it. (5) Given the product [CH3:1][C:2]1[CH:3]=[C:4]([CH:7]=[CH:8][C:9]=1[CH3:10])[CH2:5][NH:6][C:25]([C:23]1[N:22]=[N:21][N:20]([CH2:19][CH2:18][NH:17][C:15](=[O:16])[C:14]2[CH:28]=[CH:29][C:30]([O:34][CH3:35])=[C:31]([O:32][CH3:33])[C:13]=2[O:12][CH3:11])[CH:24]=1)=[O:26], predict the reactants needed to synthesize it. The reactants are: [CH3:1][C:2]1[CH:3]=[C:4]([CH:7]=[CH:8][C:9]=1[CH3:10])[CH2:5][NH2:6].[CH3:11][O:12][C:13]1[C:31]([O:32][CH3:33])=[C:30]([O:34][CH3:35])[CH:29]=[CH:28][C:14]=1[C:15]([NH:17][CH2:18][CH2:19][N:20]1[CH:24]=[C:23]([C:25](O)=[O:26])[N:22]=[N:21]1)=[O:16]. (6) The reactants are: Br[C:2]1[CH:11]=[C:10]2[C:5]([CH2:6][CH2:7][N:8]([C:12]3[CH:17]=[C:16]([N:18]4[CH2:23][CH2:22][N:21]([CH3:24])[CH2:20][CH2:19]4)[N:15]=[C:14]([NH2:25])[N:13]=3)[CH2:9]2)=[CH:4][CH:3]=1.[CH3:26][C:27]1[N:32]=[C:31]([NH2:33])[CH:30]=[CH:29][CH:28]=1.CC(C)([O-])C.[K+].O1CCCC1.C1(P(C2CCCCC2)C2C=CC=CC=2C2C=CC=CC=2)CCCCC1. Given the product [NH2:25][C:14]1[N:13]=[C:12]([N:8]2[CH2:7][CH2:6][C:5]3[C:10](=[CH:11][C:2]([NH:33][C:31]4[CH:30]=[CH:29][CH:28]=[C:27]([CH3:26])[N:32]=4)=[CH:3][CH:4]=3)[CH2:9]2)[CH:17]=[C:16]([N:18]2[CH2:19][CH2:20][N:21]([CH3:24])[CH2:22][CH2:23]2)[N:15]=1, predict the reactants needed to synthesize it. (7) Given the product [Cl:47][C:44]1[CH:45]=[CH:46][C:41]([C@H:10]2[C@H:9]([O:8][CH2:1][C:2]3[CH:7]=[CH:6][CH:5]=[CH:4][CH:3]=3)[C@@H:14]([O:15][CH2:16][C:17]3[CH:22]=[CH:21][CH:20]=[CH:19][CH:18]=3)[C@H:13]([O:23][CH2:24][C:25]3[CH:26]=[CH:27][CH:28]=[CH:29][CH:30]=3)[C@@H:12]([CH2:31][O:32][CH2:33][C:34]3[CH:39]=[CH:38][CH:37]=[CH:36][CH:35]=3)[S:11]2)=[CH:42][C:43]=1[CH2:48][C:49]1[CH:58]=[CH:57][C:52]2[O:53][CH2:54][CH2:55][O:56][C:51]=2[CH:50]=1, predict the reactants needed to synthesize it. The reactants are: [CH2:1]([O:8][C@@H:9]1[C@@H:14]([O:15][CH2:16][C:17]2[CH:22]=[CH:21][CH:20]=[CH:19][CH:18]=2)[C@H:13]([O:23][CH2:24][C:25]2[CH:30]=[CH:29][CH:28]=[CH:27][CH:26]=2)[C@@H:12]([CH2:31][O:32][CH2:33][C:34]2[CH:39]=[CH:38][CH:37]=[CH:36][CH:35]=2)[S:11][C:10]1([C:41]1[CH:46]=[CH:45][C:44]([Cl:47])=[C:43]([CH2:48][C:49]2[CH:58]=[CH:57][C:52]3[O:53][CH2:54][CH2:55][O:56][C:51]=3[CH:50]=2)[CH:42]=1)O)[C:2]1[CH:7]=[CH:6][CH:5]=[CH:4][CH:3]=1.C([SiH](CC)CC)C.B(F)(F)F.CCOCC. (8) Given the product [I:1][C:2]1[CH:3]=[CH:4][C:5]([N:8]([CH2:15][CH2:16][CH3:17])[C:9]2[N:10]=[CH:11][CH:12]=[CH:13][N:14]=2)=[CH:6][CH:7]=1, predict the reactants needed to synthesize it. The reactants are: [I:1][C:2]1[CH:7]=[CH:6][C:5]([NH:8][C:9]2[N:14]=[CH:13][CH:12]=[CH:11][N:10]=2)=[CH:4][CH:3]=1.[CH2:15](Br)[CH2:16][CH3:17].[H-].[Na+]. (9) Given the product [Cl:1][C:2]1[CH:3]=[CH:4][C:5]([C:8]2[N:9]=[C:10]([N:17]3[CH:21]=[CH:20][N:19]=[C:18]3[CH3:22])[O:11][C:12]=2[CH2:13][CH2:14][CH2:15][O:16][C:29]2[CH:28]=[CH:27][CH:26]=[C:25]([O:24][CH3:23])[CH:30]=2)=[CH:6][CH:7]=1, predict the reactants needed to synthesize it. The reactants are: [Cl:1][C:2]1[CH:7]=[CH:6][C:5]([C:8]2[N:9]=[C:10]([N:17]3[CH:21]=[CH:20][N:19]=[C:18]3[CH3:22])[O:11][C:12]=2[CH2:13][CH2:14][CH2:15][OH:16])=[CH:4][CH:3]=1.[CH3:23][O:24][C:25]1[CH:26]=[C:27](O)[CH:28]=[CH:29][CH:30]=1.C(P(CCCC)CCCC)CCC.N(C(OCC)=O)=NC(OCC)=O. (10) The reactants are: [CH2:1]([O:3][C:4]1[C:5](/[C:18](/[CH2:31][CH3:32])=[C:19](/[F:30])\[CH:20]=[CH:21]\[C:22](\[CH3:29])=[CH:23]\[C:24]([O:26]CC)=[O:25])=[CH:6][C:7]2[C:8]([CH3:17])([CH3:16])[CH2:9][CH2:10][C:11]([CH3:15])([CH3:14])[C:12]=2[CH:13]=1)[CH3:2].[OH-].[K+].Cl. Given the product [CH2:1]([O:3][C:4]1[C:5](/[C:18](/[CH2:31][CH3:32])=[C:19](/[F:30])\[CH:20]=[CH:21]\[C:22](\[CH3:29])=[CH:23]\[C:24]([OH:26])=[O:25])=[CH:6][C:7]2[C:8]([CH3:16])([CH3:17])[CH2:9][CH2:10][C:11]([CH3:14])([CH3:15])[C:12]=2[CH:13]=1)[CH3:2], predict the reactants needed to synthesize it.